This data is from Reaction yield outcomes from USPTO patents with 853,638 reactions. The task is: Predict the reaction yield, written as a fraction of the theoretical maximum amount of product (1.0 means a 100% yield; for example, 0.34 means a 34% yield). The catalyst is C(#N)C. The reactants are [Cl:1][C:2]1[CH:7]=[CH:6][C:5]([C:8]2([OH:14])[CH2:13][CH2:12][NH:11][CH2:10][CH2:9]2)=[CH:4][CH:3]=1.C(=O)([O-])[O-].[K+].[K+]. The product is [CH2:4]([N:11]1[CH2:10][CH2:9][C:8]([C:5]2[CH:6]=[CH:7][C:2]([Cl:1])=[CH:3][CH:4]=2)([OH:14])[CH2:13][CH2:12]1)[CH2:3][C:2]#[CH:7]. The yield is 0.870.